Dataset: Full USPTO retrosynthesis dataset with 1.9M reactions from patents (1976-2016). Task: Predict the reactants needed to synthesize the given product. Given the product [C:22]([C:17]1[CH:18]=[C:19]2[C:14](=[C:15]([F:26])[CH:16]=1)[C:13](=[O:27])[N:12]([C:11]1[CH:10]=[CH:9][CH:8]=[C:7]([C:28]3[CH:29]=[C:30]([NH:38][C:39]4[CH:40]=[CH:41][C:42]([C:45]([N:47]5[CH2:52][CH2:51][O:50][CH2:49][CH2:48]5)=[O:46])=[CH:43][N:44]=4)[C:31]4[N:32]([N:34]=[CH:35][N:36]=4)[CH:33]=3)[C:6]=1[CH2:5][O:4][C:1](=[O:3])[CH3:2])[N:21]=[CH:20]2)([CH3:24])([CH3:23])[CH3:25], predict the reactants needed to synthesize it. The reactants are: [C:1]([O:4][CH2:5][C:6]1[C:11]([N:12]2[N:21]=[CH:20][C:19]3[C:14](=[C:15]([F:26])[CH:16]=[C:17]([C:22]([CH3:25])([CH3:24])[CH3:23])[CH:18]=3)[C:13]2=[O:27])=[CH:10][CH:9]=[CH:8][C:7]=1[C:28]1[CH:29]=[C:30](Br)[C:31]2[N:32]([N:34]=[CH:35][N:36]=2)[CH:33]=1)(=[O:3])[CH3:2].[NH2:38][C:39]1[N:44]=[CH:43][C:42]([C:45]([N:47]2[CH2:52][CH2:51][O:50][CH2:49][CH2:48]2)=[O:46])=[CH:41][CH:40]=1.C(=O)([O-])[O-].[Cs+].[Cs+].C1(P(C2C=CC=CC=2)C2C3OC4C(=CC=CC=4P(C4C=CC=CC=4)C4C=CC=CC=4)C(C)(C)C=3C=CC=2)C=CC=CC=1.